Dataset: Experimentally validated miRNA-target interactions with 360,000+ pairs, plus equal number of negative samples. Task: Binary Classification. Given a miRNA mature sequence and a target amino acid sequence, predict their likelihood of interaction. (1) The miRNA is hsa-let-7f-1-3p with sequence CUAUACAAUCUAUUGCCUUCCC. The protein sequence of the target gene is MEKPAGRKKKTPTPREEADVQKSALREEKVSGDRKPPERPTVPRKPRTEPCLSPEDEEHVFDAFDASFKDDFEGVPVFIPFQRKKPYECSECGRIFKHKTDHIRHQRVHTGEKPFKCAQCGKAFRHSSDVTKHQRTHTGEKPFKCGECGKAFNCGSNLLKHQKTHTGEKPYECTHCGKAFAYSSCLIRHQKRHPRKKP. Result: 0 (no interaction). (2) The miRNA is mmu-miR-331-5p with sequence CUAGGUAUGGUCCCAGGGAUCC. The protein sequence of the target gene is MMLSPDQAADSDHPSSAHSDPESLGGTDTKVLGSVSDLEPVEEAEGDGKGGSRAALYPHPQQLSREEKRRRRRATAKYRSAHATRERIRVEAFNLAFAELRKLLPTLPPDKKLSKIEILRLAICYISYLNHVLDV. Result: 0 (no interaction). (3) The miRNA is hsa-miR-7156-5p with sequence UUGUUCUCAAACUGGCUGUCAGA. The protein sequence of the target gene is MAECGRGGAAGGALPTSPGPALGAKGALKAGVGEGGGGGGRLGHGRARYDSGGVSNGDCSLGVSGDEARASPTRGPRGVALAPTPSAVVCTLPRESKPGGLPRRSSIIKDGTKQKRERKKTVSFSSMPTEKKISSASDCINSMVEGSELKKVRSNSRIYHRYFLLDADMQSLRWEPSKKDSEKAKIDIKSIKEVRTGKNTDIFRSNGISDQISEDCAFSVIYGENYESLDLVANSADVANIWVTGLRYLISYGKHTLDMLESSQDNMRTSWVSQMFSEIDVDNLGHITLCNAVQCIRNLN.... Result: 0 (no interaction). (4) The miRNA is hsa-miR-4445-5p with sequence AGAUUGUUUCUUUUGCCGUGCA. The protein sequence of the target gene is MEGAAVSAAGDGPAVETGLPGSPLEAVAGATAAPVEPRKPHGVKRHHHKHNLKHRYELQETLGKGTYGKVKRATERFSGRVVAIKSIRKDKIKDELDMVHIRREIEIMSSLNHPHIISIYEVFENKDKIVIIMEYASKGELYDYISERRRLSERETRHFFRQIVSAVHYCHKNGVVHRDLKLENILLDDNCNIKIADFGLSNLYQKDKFLQTFCGSPLYASPEIVNGRPYRGPEVDSWALGVLLYTLIYGTMPFDGFDHKNLIRQISSGEYREPTQPSDARGLIRWMLMVNPDRRATIED.... Result: 0 (no interaction). (5) Result: 0 (no interaction). The miRNA is hsa-miR-3942-5p with sequence AAGCAAUACUGUUACCUGAAAU. The protein sequence of the target gene is MEAEDLSKAEDRNEDPGSKNEGQLAAVQPDVPHGGQSSSPTALWDMLERKFLEYQQLTHKSPIERQKSLLSLLPLFLKAWEHSVGIICFPSLQRLAEDVSDQLAQQLQKALVGKPAEQARLAAGQLLWWKGDVDQDGYLLLKSVYVLTGTDSETLGRVAESGLPALLLQCLYLFFVFPLDKDELLESDLQVQKMFVQMLLNICSDSQGLEGLLSGSELQSLLIATTCLREHSCCFWKEPTFCVLRAISKAQNLSIIQYLQATDCVRLSLQNLSRLTDTLPAPEVSEAVSLILGFVKDSYP.... (6) The miRNA is mmu-miR-683 with sequence CCUGCUGUAAGCUGUGUCCUC. The protein sequence of the target gene is MVAPVLKSFQAEVVALSKRSREAEAAFLSVYKQLIEAPDPVPSFEVARTLDDRLQRPSFDPSGQRLQDVHIAWKRCPEPPSAREQNEGTCPTGHTPANGNHLPGPEDTLVTDTLLQKNEAERQKGLQEVHITLAARLGEAEEKIKVLHSALKATQTELLELRRKYDEEAASKADEVGLIMTNLEKANQRAEAAQREVESLREQLASVNSSIRLACCSPQGPSGEKVSFALCSGPRLEAALASKDREILRLLKDAQQLRHSLQELEEVSANQIADLERQLAAKSEAIEKLQEKLEAQADYE.... Result: 0 (no interaction). (7) The miRNA is hsa-miR-4783-5p with sequence GGCGCGCCCAGCUCCCGGGCU. The protein sequence of the target gene is MAEPRRVAFISLSPVRRREADFAGAEREPPRLEPQPYREPARAEPAPRADAQPPARDKPLPQREVSRAEPPMALQREPPRPEPPPPPLPLQTPPPRESASRAEPPPRPPKETVRLELVLKDPTDESCVEFSYPELLLCGEQRKKLVHTEDPFTDEHKERQEVEMLAKKFEMKYGGKARKHRKDRLQDLIDIGFGYDETDPFIDNSEAYDELVPASLTTKYGGFYINTGTLQFRQASDTEEDDFTDNQKHKPPKVPKIKEDDIEVKKRKRKEEGEKEKKPRKKVPKQLGVVALNSHKSEKK.... Result: 0 (no interaction). (8) The miRNA is hsa-miR-20b-5p with sequence CAAAGUGCUCAUAGUGCAGGUAG. The protein sequence of the target gene is MKDCEYQQISPGAAPLPASPGARRPGPAASPTPGPGPAPPAAPAPPRWSSSGSGSGSGSGSLGRRPRRKWEVFPGRNRFYCGGRLMLAGHGGVFALTLLLILTTTGLFFVFDCPYLARKLTLAIPIIAAILFFFVMSCLLQTSFTDPGILPRATVCEAAALEKQIDNTGSSTYRPPPRTREVLINGQMVKLKYCFTCKMFRPPRTSHCSVCDNCVERFDHHCPWVGNCVGRRNYRFFYAFILSLSFLTAFIFACVVTHLTLRAQGSNFLSTLKETPASVLELVICFFSIWSILGLSGFHT.... Result: 0 (no interaction). (9) The miRNA is hsa-miR-186-3p with sequence GCCCAAAGGUGAAUUUUUUGGG. The protein sequence of the target gene is MAATAVAAAVAGTESAQGPPGPAASLELWLNKATDPSMSEQDWSAIQNFCEQVNTDPNGPTHAPWLLAHKIQSPQEKEALYALTVLEMCMNHCGEKFHSEVAKFRFLNELIKVLSPKYLGSWATGKVKGRVIEILFSWTVWFPEDIKIRDAYQMLKKQGIIKQDPKLPVDKILPPPSPWPKSSIFDADEEKSKLLTRLLKSNHPEDLQAANRLIKNLVKEEQEKSEKVSKRVSAVEEVRSHVKVLQEMLSMYRRPGQAPPDQEALQVVYERCEKLRPTLFRLASDTTDDDDALAEILQAN.... Result: 1 (interaction).